This data is from Reaction yield outcomes from USPTO patents with 853,638 reactions. The task is: Predict the reaction yield, written as a fraction of the theoretical maximum amount of product (1.0 means a 100% yield; for example, 0.34 means a 34% yield). (1) The reactants are [CH2:1]([C:3]1[CH:4]=[C:5]2[C:9](=[CH:10][CH:11]=1)[NH:8][CH2:7][CH2:6]2)[CH3:2].[N+:12]([O-])([O-:14])=[O:13].[K+].[OH-].[Na+]. The catalyst is OS(O)(=O)=O. The product is [CH2:1]([C:3]1[CH:4]=[C:5]2[C:9](=[CH:10][C:11]=1[N+:12]([O-:14])=[O:13])[NH:8][CH2:7][CH2:6]2)[CH3:2]. The yield is 0.580. (2) The reactants are [Cl:1][C:2]1[N:11]=[CH:10][C:9]2[N:8]([CH:12]3[CH2:14][CH2:13]3)[C:7](=[O:15])[CH:6]3[CH2:16][O:17][CH2:18][CH2:19][N:5]3[C:4]=2[N:3]=1.[CH3:20]S(C)=O.IC.CC([O-])(C)C.[Na+]. The catalyst is O. The product is [Cl:1][C:2]1[N:11]=[CH:10][C:9]2[N:8]([CH:12]3[CH2:13][CH2:14]3)[C:7](=[O:15])[C:6]3([CH3:20])[CH2:16][O:17][CH2:18][CH2:19][N:5]3[C:4]=2[N:3]=1. The yield is 0.790. (3) The reactants are [C:1]1([CH2:7][N:8]2[CH2:13][CH2:12][N:11]([CH2:14]C3C=CC=CC=3)[CH2:10][CH:9]2[C:21]([O:23]CC)=O)[CH:6]=[CH:5][CH:4]=[CH:3][CH:2]=1.[CH2:26]([Mg]Br)[C:27]1[CH:32]=[CH:31][CH:30]=[CH:29][CH:28]=1.[Cl-].[NH4+]. The catalyst is O1CCCC1. The product is [C:27]1([CH2:26][C:21]([CH2:26][C:27]2[CH:32]=[CH:31][CH:30]=[CH:29][CH:28]=2)([CH:9]2[CH2:10][N:11]([CH2:14][C:1]3[CH:6]=[CH:5][CH:4]=[CH:3][CH:2]=3)[CH2:12][CH2:13][N:8]2[CH2:7][C:1]2[CH:2]=[CH:3][CH:4]=[CH:5][CH:6]=2)[OH:23])[CH:32]=[CH:31][CH:30]=[CH:29][CH:28]=1. The yield is 0.440. (4) The reactants are [Cl:1][C:2]1[CH:3]=[CH:4][C:5]([S:9][CH2:10][C:11]2[N:12]=[CH:13][N:14]([CH2:16][CH2:17][CH3:18])[CH:15]=2)=[C:6]([CH:8]=1)[NH2:7].[O:19]1[C:23]2[CH:24]=[CH:25][CH:26]=[CH:27][C:22]=2[CH:21]=[C:20]1[S:28](Cl)(=[O:30])=[O:29]. The catalyst is N1C=CC=CC=1. The product is [Cl:1][C:2]1[CH:3]=[CH:4][C:5]([S:9][CH2:10][C:11]2[N:12]=[CH:13][N:14]([CH2:16][CH2:17][CH3:18])[CH:15]=2)=[C:6]([NH:7][S:28]([C:20]2[O:19][C:23]3[CH:24]=[CH:25][CH:26]=[CH:27][C:22]=3[CH:21]=2)(=[O:29])=[O:30])[CH:8]=1. The yield is 0.480. (5) The reactants are [Br:1][C:2]1[CH:3]=[CH:4][C:5]([F:16])=[C:6]([CH:15]=1)[CH2:7][C:8]1[CH:13]=[CH:12][C:11]([OH:14])=[CH:10][CH:9]=1.C(=O)([O-])[O-].[Cs+].[Cs+].[O:23]1[CH2:26][CH:25](OS(C2C=CC(C)=CC=2)(=O)=O)[CH2:24]1. The catalyst is CN(C)C=O.[Cl-].[Na+].O. The product is [Br:1][C:2]1[CH:3]=[CH:4][C:5]([F:16])=[C:6]([CH:15]=1)[CH2:7][C:8]1[CH:13]=[CH:12][C:11]([O:14][CH:25]2[CH2:26][O:23][CH2:24]2)=[CH:10][CH:9]=1. The yield is 0.720.